This data is from Reaction yield outcomes from USPTO patents with 853,638 reactions. The task is: Predict the reaction yield, written as a fraction of the theoretical maximum amount of product (1.0 means a 100% yield; for example, 0.34 means a 34% yield). The yield is 0.700. The reactants are Br[C:2]1[N:7]=[C:6]([C:8]#[N:9])[CH:5]=[CH:4][CH:3]=1.[CH:10]([C:12]1[CH:13]=[C:14](B(O)O)[CH:15]=[CH:16][CH:17]=1)=[O:11]. No catalyst specified. The product is [CH:10]([C:12]1[CH:17]=[C:16]([C:2]2[N:7]=[C:6]([C:8]#[N:9])[CH:5]=[CH:4][CH:3]=2)[CH:15]=[CH:14][CH:13]=1)=[O:11].